From a dataset of Full USPTO retrosynthesis dataset with 1.9M reactions from patents (1976-2016). Predict the reactants needed to synthesize the given product. (1) Given the product [C:1]([C:4]1([CH2:7][CH2:8][CH2:9][CH2:10][CH2:11][CH:12]([OH:24])[CH2:13][CH2:14][CH2:15][CH2:16][CH2:17][C:18]([CH3:22])([CH3:23])[C:19]([OH:21])=[O:20])[CH2:5][CH2:6]1)([OH:3])=[O:2], predict the reactants needed to synthesize it. The reactants are: [C:1]([C:4]1([CH2:7][CH2:8][CH2:9][CH2:10][CH2:11][C:12](=[O:24])[CH2:13][CH2:14][CH2:15][CH2:16][CH2:17][C:18]([CH3:23])([CH3:22])[C:19]([OH:21])=[O:20])[CH2:6][CH2:5]1)([OH:3])=[O:2].[OH-].[Na+].[BH4-].[Na+].Cl. (2) Given the product [CH3:21][C:11]1([NH2:10])[CH2:20][CH2:19][C:14]2([O:15][CH2:16][CH2:17][O:18]2)[CH2:13][CH2:12]1, predict the reactants needed to synthesize it. The reactants are: C(OC(=O)[NH:10][C:11]1([CH3:21])[CH2:20][CH2:19][C:14]2([O:18][CH2:17][CH2:16][O:15]2)[CH2:13][CH2:12]1)C1C=CC=CC=1. (3) Given the product [CH3:28][O:27][C:25](=[O:26])[CH2:24][CH2:23][CH2:22][C:21]([C:8]1[C:4]([C:1](=[O:3])[CH3:2])=[C:5]([CH3:19])[N:6]([C:10]2[CH:11]=[CH:12][C:13]([O:16][CH2:17][CH3:18])=[CH:14][CH:15]=2)[C:7]=1[CH3:9])=[O:29], predict the reactants needed to synthesize it. The reactants are: [C:1]([C:4]1[CH:8]=[C:7]([CH3:9])[N:6]([C:10]2[CH:15]=[CH:14][C:13]([O:16][CH2:17][CH3:18])=[CH:12][CH:11]=2)[C:5]=1[CH3:19])(=[O:3])[CH3:2].Cl[C:21](=[O:29])[CH2:22][CH2:23][CH2:24][C:25]([O:27][CH3:28])=[O:26]. (4) Given the product [CH2:1]([N:3]1[C:7]2=[N:8][C:9]([CH2:48][CH3:49])=[C:10]([CH2:19][NH:20][C:21]([C:23]3[CH:28]=[CH:27][CH:26]=[C:25]([C:29]([NH:31][CH2:32][C:33]4[CH:34]=[C:35]([C:40]5[CH:45]=[CH:44][CH:43]=[C:42]([CH2:46][N:50]6[CH2:56][CH2:55][CH2:54][NH:53][CH2:52][CH2:51]6)[CH:41]=5)[CH:36]=[CH:37][C:38]=4[CH3:39])=[O:30])[CH:24]=3)=[O:22])[C:11]([NH:12][CH:13]3[CH2:18][CH2:17][O:16][CH2:15][CH2:14]3)=[C:6]2[CH:5]=[N:4]1)[CH3:2], predict the reactants needed to synthesize it. The reactants are: [CH2:1]([N:3]1[C:7]2=[N:8][C:9]([CH2:48][CH3:49])=[C:10]([CH2:19][NH:20][C:21]([C:23]3[CH:28]=[CH:27][CH:26]=[C:25]([C:29]([NH:31][CH2:32][C:33]4[CH:34]=[C:35]([C:40]5[CH:45]=[CH:44][CH:43]=[C:42]([CH:46]=O)[CH:41]=5)[CH:36]=[CH:37][C:38]=4[CH3:39])=[O:30])[CH:24]=3)=[O:22])[C:11]([NH:12][CH:13]3[CH2:18][CH2:17][O:16][CH2:15][CH2:14]3)=[C:6]2[CH:5]=[N:4]1)[CH3:2].[N:50]1(C(OC(C)(C)C)=O)[CH2:56][CH2:55][CH2:54][NH:53][CH2:52][CH2:51]1.CC(O)=O.[BH-](OC(C)=O)(OC(C)=O)OC(C)=O.[Na+]. (5) Given the product [Cl:1][C:2]1[S:6][C:5]([C:7]([O:9][CH3:10])=[O:8])=[CH:4][C:3]=1[C:25]1[N:29]([CH3:30])[N:28]=[CH:27][CH:26]=1, predict the reactants needed to synthesize it. The reactants are: [Cl:1][C:2]1[S:6][C:5]([C:7]([O:9][CH3:10])=[O:8])=[CH:4][C:3]=1I.C([O-])([O-])=O.[K+].[K+].CC1(C)COB([C:25]2[N:29]([CH3:30])[N:28]=[CH:27][CH:26]=2)OC1. (6) Given the product [Cl:35][C:27]1[CH:26]=[C:25]([C@@H:18]([CH2:19][CH:20]2[CH2:24][CH2:23][CH2:22][CH2:21]2)[C:17]([NH:16][C:13]2[CH:12]=[N:11][C:10]([CH2:7][C@H:1]([OH:4])[CH2:46][OH:50])=[CH:15][N:14]=2)=[O:36])[CH:30]=[CH:29][C:28]=1[S:31]([CH3:34])(=[O:33])=[O:32], predict the reactants needed to synthesize it. The reactants are: [C:1](=[O:4])([O-])[O-].[K+].[K+].[CH2:7]([C:10]1[N:11]=[CH:12][C:13]([NH:16][C:17](=[O:36])[C@@H:18]([C:25]2[CH:30]=[CH:29][C:28]([S:31]([CH3:34])(=[O:33])=[O:32])=[C:27]([Cl:35])[CH:26]=2)[CH2:19][CH:20]2[CH2:24][CH2:23][CH2:22][CH2:21]2)=[N:14][CH:15]=1)C=C.S(S([O-])=O)([O-])(=O)=O.[Na+].[Na+].[C:46]([OH:50])(C)(C)C.O. (7) The reactants are: [CH2:1]=O.ClC1[C:12](F)=[C:11]2[C:7]([CH:8]=[CH:9][N:10]2[CH2:14][CH2:15][NH2:16])=CC=1.S([O-])([O-])(=O)=O.[Mg+2].[F:23][C:24](F)(F)[C:25](O)=O.C(=O)([O-])O.[Na+].Cl[CH2:36][Cl:37]. Given the product [Cl:37][C:36]1[C:24]([F:23])=[CH:25][C:7]2[CH:8]=[C:9]3[CH2:1][NH:16][CH2:15][CH2:14][N:10]3[C:11]=2[CH:12]=1, predict the reactants needed to synthesize it. (8) The reactants are: [F:1][C:2]([F:43])([F:42])[C:3]1[CH:4]=[C:5]([C@H:13]([N:15]([CH3:41])[C:16]([N:18]2[CH2:32][CH2:31][C@:21]3([NH:25][C@:24]([CH3:30])([C:26](OC)=[O:27])[CH2:23][CH2:22]3)[CH2:20][C@@H:19]2[C:33]2[CH:38]=[CH:37][C:36]([F:39])=[CH:35][C:34]=2[CH3:40])=[O:17])[CH3:14])[CH:6]=[C:7]([C:9]([F:12])([F:11])[F:10])[CH:8]=1.[BH4-].[Li+]. Given the product [F:43][C:2]([F:1])([F:42])[C:3]1[CH:4]=[C:5]([C@H:13]([N:15]([CH3:41])[C:16]([N:18]2[CH2:32][CH2:31][C@:21]3([NH:25][C@@:24]([CH2:26][OH:27])([CH3:30])[CH2:23][CH2:22]3)[CH2:20][C@@H:19]2[C:33]2[CH:38]=[CH:37][C:36]([F:39])=[CH:35][C:34]=2[CH3:40])=[O:17])[CH3:14])[CH:6]=[C:7]([C:9]([F:12])([F:10])[F:11])[CH:8]=1, predict the reactants needed to synthesize it.